This data is from Catalyst prediction with 721,799 reactions and 888 catalyst types from USPTO. The task is: Predict which catalyst facilitates the given reaction. (1) Reactant: [CH3:1][NH:2][CH3:3].CN(C)P(=O)(N(C)C)N(C)C.C1(C)C=CC=CC=1.[C:22]([C:25]1[CH:34]=[CH:33][C:32]2[C:27](=[CH:28][CH:29]=[C:30]([O:35][CH3:36])[CH:31]=2)[CH:26]=1)(=[O:24])[CH3:23]. Product: [C:22]([C:25]1[CH:34]=[CH:33][C:32]2[C:27](=[CH:28][CH:29]=[C:30]([O:35][CH3:36])[CH:31]=2)[CH:26]=1)(=[O:24])[CH3:23].[C:22]([C:25]1[CH:34]=[CH:33][C:32]2[C:27](=[CH:28][CH:29]=[C:30]([N:2]([CH3:3])[CH3:1])[CH:31]=2)[CH:26]=1)(=[O:24])[CH3:23]. The catalyst class is: 69. (2) Reactant: [F:1][C:2]1[CH:7]=[CH:6][C:5]([CH2:8][O:9][C:10]2[CH:19]=[CH:18][C:17]([C:20]([N:22]3[CH2:27][CH2:26][O:25][CH2:24][CH2:23]3)=[O:21])=[CH:16][C:11]=2[C:12](OC)=[O:13])=[CH:4][CH:3]=1.[OH-].[Li+].Cl.C(N(C(C)C)CC)(C)C.[F:40][C:41]1[C:46]([NH2:47])=[CH:45][CH:44]=[CH:43][N:42]=1.CN(C(ON1N=NC2C=CC=NC1=2)=[N+](C)C)C.F[P-](F)(F)(F)(F)F. Product: [F:1][C:2]1[CH:7]=[CH:6][C:5]([CH2:8][O:9][C:10]2[CH:19]=[CH:18][C:17]([C:20]([N:22]3[CH2:23][CH2:24][O:25][CH2:26][CH2:27]3)=[O:21])=[CH:16][C:11]=2[C:12]([NH:47][C:46]2[C:41]([F:40])=[N:42][CH:43]=[CH:44][CH:45]=2)=[O:13])=[CH:4][CH:3]=1. The catalyst class is: 30.